Dataset: Reaction yield outcomes from USPTO patents with 853,638 reactions. Task: Predict the reaction yield, written as a fraction of the theoretical maximum amount of product (1.0 means a 100% yield; for example, 0.34 means a 34% yield). (1) The reactants are [OH:1][C:2]1[CH:7]=[C:6]([O:8][CH2:9][C:10]2[S:14][C:13]([C:15]3[CH:20]=[CH:19][C:18]([CH3:21])=[CH:17][CH:16]=3)=[N:12][C:11]=2[CH3:22])[CH:5]=[CH:4][C:3]=1/[CH:23]=[CH:24]/[C:25]([O:27][CH3:28])=[O:26].[Br:29][C:30]([CH2:32]Br)=[CH2:31].C([O-])([O-])=O.[Cs+].[Cs+].O. The catalyst is CN(C=O)C.CCOC(C)=O. The product is [Br:29][C:30](=[CH2:31])[CH2:32][O:1][C:2]1[CH:7]=[C:6]([O:8][CH2:9][C:10]2[S:14][C:13]([C:15]3[CH:20]=[CH:19][C:18]([CH3:21])=[CH:17][CH:16]=3)=[N:12][C:11]=2[CH3:22])[CH:5]=[CH:4][C:3]=1/[CH:23]=[CH:24]/[C:25]([O:27][CH3:28])=[O:26]. The yield is 0.950. (2) The reactants are C(Cl)(Cl)Cl.[Cl:5][C:6]1[CH:7]=[C:8]([CH:12]2[C:16]([OH:17])=[C:15]([C:18]([CH3:20])=[O:19])[CH2:14][S:13]2)[CH:9]=[CH:10][CH:11]=1.S(Cl)(Cl)(=O)=O. The catalyst is O. The product is [Cl:5][C:6]1[CH:7]=[C:8]([C:12]2[S:13][CH:14]=[C:15]([C:18]([CH3:20])=[O:19])[C:16]=2[OH:17])[CH:9]=[CH:10][CH:11]=1. The yield is 0.990. (3) The reactants are [CH2:1]([N:3]=[C:4]=[O:5])[CH3:2].[N:6]1([CH2:11][CH2:12][CH2:13][NH2:14])[CH2:10][CH2:9][CH2:8][CH2:7]1. The catalyst is C(Cl)(Cl)Cl. The product is [CH2:1]([NH:3][C:4]([NH:14][CH2:13][CH2:12][CH2:11][N:6]1[CH2:10][CH2:9][CH2:8][CH2:7]1)=[O:5])[CH3:2]. The yield is 0.964. (4) The reactants are [Br:1][C:2]1[CH:7]=[CH:6][C:5]([CH2:8][C:9]#[N:10])=[C:4]([F:11])[CH:3]=1.Br[CH2:13][CH2:14]Cl.[OH-].[K+]. The catalyst is [Cl-].C([N+](CC)(CC)CC)C1C=CC=CC=1.O. The product is [Br:1][C:2]1[CH:7]=[CH:6][C:5]([C:8]2([C:9]#[N:10])[CH2:14][CH2:13]2)=[C:4]([F:11])[CH:3]=1. The yield is 0.970.